This data is from Catalyst prediction with 721,799 reactions and 888 catalyst types from USPTO. The task is: Predict which catalyst facilitates the given reaction. (1) Reactant: [Cl:1][C:2]1[C:7]([O:8][CH3:9])=[CH:6][C:5]([O:10][CH3:11])=[CH:4][C:3]=1[N:12]1[CH2:17][C:16]2[CH:18]=[N:19][C:20]3[NH:24][C:23]([C:25]([OH:27])=O)=[CH:22][C:21]=3[C:15]=2[N:14]([CH3:28])[C:13]1=[O:29].F[P-](F)(F)(F)(F)F.[N:37]1(O[P+](N(C)C)(N(C)C)N(C)C)[C:41]2C=CC=CC=2N=N1.C(N(CC)CC)C.CN. Product: [Cl:1][C:2]1[C:7]([O:8][CH3:9])=[CH:6][C:5]([O:10][CH3:11])=[CH:4][C:3]=1[N:12]1[CH2:17][C:16]2[CH:18]=[N:19][C:20]3[NH:24][C:23]([C:25]([NH:37][CH3:41])=[O:27])=[CH:22][C:21]=3[C:15]=2[N:14]([CH3:28])[C:13]1=[O:29]. The catalyst class is: 405. (2) Reactant: FC(F)(F)C(OC(=O)C(F)(F)F)=O.[Br:14][C:15]1[CH:16]=[C:17]([C:21](=[O:37])[CH2:22][C:23]([C:29]2[CH:34]=[C:33]([Cl:35])[CH:32]=[C:31]([Cl:36])[CH:30]=2)(O)[C:24]([F:27])([F:26])[F:25])[S:18][C:19]=1[CH3:20]. Product: [Br:14][C:15]1[CH:16]=[C:17]([C:21](=[O:37])[CH:22]=[C:23]([C:29]2[CH:34]=[C:33]([Cl:35])[CH:32]=[C:31]([Cl:36])[CH:30]=2)[C:24]([F:27])([F:25])[F:26])[S:18][C:19]=1[CH3:20]. The catalyst class is: 66. (3) Reactant: [CH3:1][O:2][C:3](=[O:11])[C:4]1[CH:9]=[CH:8][C:7]([NH2:10])=[N:6][CH:5]=1.[C:12]1(=O)[O:17][C:15](=[O:16])[C:14]2=[CH:18][CH:19]=[CH:20][CH:21]=[C:13]12.O. Product: [CH3:1][O:2][C:3](=[O:11])[C:4]1[CH:9]=[CH:8][C:7]([N:10]2[C:15](=[O:16])[C:14]3[C:13](=[CH:21][CH:20]=[CH:19][CH:18]=3)[C:12]2=[O:17])=[N:6][CH:5]=1. The catalyst class is: 11. (4) Reactant: C([O:3][C:4]([C:6]1[O:10][C:9]([C:11]2[C:19]3[C:14](=[CH:15][CH:16]=[CH:17][CH:18]=3)[N:13]([CH2:20][CH2:21][C:22]3[CH:27]=[CH:26][CH:25]=[CH:24][CH:23]=3)[N:12]=2)=[CH:8][CH:7]=1)=O)C.[H-].[Al+3].[Li+].[H-].[H-].[H-].C(=O)([O-])[O-].[K+].[K+]. Product: [OH:3][CH2:4][C:6]1[O:10][C:9]([C:11]2[C:19]3[C:14](=[CH:15][CH:16]=[CH:17][CH:18]=3)[N:13]([CH2:20][CH2:21][C:22]3[CH:23]=[CH:24][CH:25]=[CH:26][CH:27]=3)[N:12]=2)=[CH:8][CH:7]=1. The catalyst class is: 1. (5) The catalyst class is: 7. Product: [CH2:1]([O:8][C:9]1[C:10]([CH3:26])=[C:11]([C:15]([C:17]2[C:25]3[C:20](=[N:21][CH:22]=[CH:23][CH:24]=3)[NH:19][CH:18]=2)=[O:16])[CH:12]=[CH:13][CH:14]=1)[C:2]1[CH:7]=[CH:6][CH:5]=[CH:4][CH:3]=1. Reactant: [CH2:1]([O:8][C:9]1[C:10]([CH3:26])=[C:11]([CH:15]([C:17]2[C:25]3[C:20](=[N:21][CH:22]=[CH:23][CH:24]=3)[NH:19][CH:18]=2)[OH:16])[CH:12]=[CH:13][CH:14]=1)[C:2]1[CH:7]=[CH:6][CH:5]=[CH:4][CH:3]=1.CC(OI1(OC(C)=O)(OC(C)=O)OC(=O)C2C=CC=CC1=2)=O. (6) Reactant: [Cl-:1].[Cr+3:2].N1C2C=CC=CC=2N=C1CNCC1NC2C=CC=CC=2N=1.[Cl-].[Cl-].[NH:26]1[C:30]2[CH:31]=[CH:32][CH:33]=[CH:34][C:29]=2[N:28]=[C:27]1[CH2:35][N:36]([CH2:44][C:45]1[NH:49][C:48]2[CH:50]=[CH:51][CH:52]=[CH:53][C:47]=2[N:46]=1)[CH2:37][C:38]1[CH:43]=[CH:42][CH:41]=[CH:40][CH:39]=1.[K+].[Br-]. Product: [Cl-:1].[Cr+3:2].[NH:26]1[C:30]2[CH:31]=[CH:32][CH:33]=[CH:34][C:29]=2[N:28]=[C:27]1[CH2:35][N:36]([CH2:44][C:45]1[NH:46][C:47]2[CH:53]=[CH:52][CH:51]=[CH:50][C:48]=2[N:49]=1)[CH2:37][C:38]1[CH:43]=[CH:42][CH:41]=[CH:40][CH:39]=1.[Cl-:1].[Cl-:1]. The catalyst class is: 3. (7) Reactant: [F-].[K+].[OH:3][C:4]1[CH:5]=[C:6]([CH:10]2[CH2:19][CH2:18][C:17]3[C:12](=[CH:13][CH:14]=[C:15]([O:20][C:21]4[N:26]=[CH:25][C:24]([NH:27][S:28]([CH3:31])(=[O:30])=[O:29])=[CH:23][CH:22]=4)[CH:16]=3)[O:11]2)[CH:7]=[CH:8][CH:9]=1.Cl[C:33]1[CH:38]=[CH:37][C:36]([N+:39]([O-:41])=[O:40])=[CH:35][N:34]=1.Cl. Product: [N+:39]([C:36]1[CH:37]=[CH:38][C:33]([O:3][C:4]2[CH:5]=[C:6]([CH:10]3[CH2:19][CH2:18][C:17]4[C:12](=[CH:13][CH:14]=[C:15]([O:20][C:21]5[N:26]=[CH:25][C:24]([NH:27][S:28]([CH3:31])(=[O:30])=[O:29])=[CH:23][CH:22]=5)[CH:16]=4)[O:11]3)[CH:7]=[CH:8][CH:9]=2)=[N:34][CH:35]=1)([O-:41])=[O:40]. The catalyst class is: 3. (8) Reactant: Cl.[NH2:2][OH:3].C([O-])(O)=O.[Na+].[CH:9]1[C:18]2[C:13](=[CH:14][CH:15]=[CH:16][CH:17]=2)[CH:12]=[CH:11][C:10]=1[NH:19][S:20]([C:23]1[CH:24]=[C:25]([CH:29]=[CH:30][C:31](Cl)=[O:32])[CH:26]=[CH:27][CH:28]=1)(=[O:22])=[O:21]. Product: [OH:3][NH:2][C:31](=[O:32])[CH:30]=[CH:29][C:25]1[CH:26]=[CH:27][CH:28]=[C:23]([S:20](=[O:22])(=[O:21])[NH:19][C:10]2[CH:11]=[CH:12][C:13]3[C:18](=[CH:17][CH:16]=[CH:15][CH:14]=3)[CH:9]=2)[CH:24]=1. The catalyst class is: 7. (9) Reactant: [Cl:1][C:2]1[CH:7]=[CH:6][C:5]([C:8]2[S:9][C:10](NC)=[C:11]([CH3:13])[N:12]=2)=[CH:4][CH:3]=1.[C:16]([O:20][C:21]([N:23]1[CH2:31][CH2:30][CH2:29][CH:25]([C:26](O)=[O:27])[CH2:24]1)=[O:22])([CH3:19])([CH3:18])[CH3:17].O.O[N:34]1[C:38]2C=CC=CC=2N=N1.Cl.CN(C)CCCN=C=NCC.CN1CCOCC1.C(O)(=O)CC(CC(O)=O)(C(O)=O)O. Product: [C:16]([O:20][C:21]([N:23]1[CH2:31][CH2:30][CH2:29][CH:25]([C:26]([NH:34][CH2:38][C:10]2[S:9][C:8]([C:5]3[CH:4]=[CH:3][C:2]([Cl:1])=[CH:7][CH:6]=3)=[N:12][C:11]=2[CH3:13])=[O:27])[CH2:24]1)=[O:22])([CH3:19])([CH3:18])[CH3:17]. The catalyst class is: 9. (10) Reactant: C[O:2][C:3](=[O:32])[CH2:4][O:5][C:6]1[CH:11]=[CH:10][C:9]([S:12][CH2:13][CH2:14][C:15]2[CH:20]=[CH:19][C:18]([C:21]3[CH:26]=[CH:25][C:24]([C:27]([F:30])([F:29])[F:28])=[CH:23][CH:22]=3)=[CH:17][CH:16]=2)=[CH:8][C:7]=1[CH3:31].O.[OH-].[Li+].Cl. Product: [CH3:31][C:7]1[CH:8]=[C:9]([S:12][CH2:13][CH2:14][C:15]2[CH:20]=[CH:19][C:18]([C:21]3[CH:22]=[CH:23][C:24]([C:27]([F:29])([F:28])[F:30])=[CH:25][CH:26]=3)=[CH:17][CH:16]=2)[CH:10]=[CH:11][C:6]=1[O:5][CH2:4][C:3]([OH:32])=[O:2]. The catalyst class is: 30.